This data is from Full USPTO retrosynthesis dataset with 1.9M reactions from patents (1976-2016). The task is: Predict the reactants needed to synthesize the given product. (1) Given the product [Br:19][C:5]1[CH:7]=[C:8]([O:9][CH3:10])[C:2]([Cl:1])=[CH:3][C:4]=1[F:11], predict the reactants needed to synthesize it. The reactants are: [Cl:1][C:2]1[C:8]([O:9][CH3:10])=[CH:7][C:5](N)=[C:4]([F:11])[CH:3]=1.N([O-])=O.[Na+].C(Cl)Cl.[Br-:19]. (2) Given the product [Cl:3][CH2:23][C:19]1[CH:20]=[C:21]2[N:22]=[C:14]([C:9]3[CH:10]=[CH:11][CH:12]=[CH:13][C:8]=3[N+:5]([O-:7])=[O:6])[S:15][C:16]2=[N:17][CH:18]=1, predict the reactants needed to synthesize it. The reactants are: S(Cl)([Cl:3])=O.[N+:5]([C:8]1[CH:13]=[CH:12][CH:11]=[CH:10][C:9]=1[C:14]1[S:15][C:16]2[C:21]([N:22]=1)=[CH:20][C:19]([CH2:23]O)=[CH:18][N:17]=2)([O-:7])=[O:6].CN(C=O)C. (3) Given the product [CH:35]1([NH:34][C:33]2[C:28]3[S:27][CH:26]=[C:25]([C:23]([NH:22][C:17]4[CH:16]=[C:15]([C:14](=[O:38])[NH:13][C:10]5[CH:11]=[CH:12][C:7]([CH2:6][N:53]6[CH:54]=[C:50]([CH3:49])[N:51]=[CH:52]6)=[C:8]([C:39]([F:42])([F:40])[F:41])[CH:9]=5)[CH:20]=[CH:19][C:18]=4[CH3:21])=[O:24])[C:29]=3[N:30]=[CH:31][N:32]=2)[CH2:36][CH2:37]1, predict the reactants needed to synthesize it. The reactants are: CS(O[CH2:6][C:7]1[CH:12]=[CH:11][C:10]([NH:13][C:14](=[O:38])[C:15]2[CH:20]=[CH:19][C:18]([CH3:21])=[C:17]([NH:22][C:23]([C:25]3[C:29]4[N:30]=[CH:31][N:32]=[C:33]([NH:34][CH:35]5[CH2:37][CH2:36]5)[C:28]=4[S:27][CH:26]=3)=[O:24])[CH:16]=2)=[CH:9][C:8]=1[C:39]([F:42])([F:41])[F:40])(=O)=O.C([O-])([O-])=O.[K+].[K+].[CH3:49][C:50]1[N:51]=[CH:52][NH:53][CH:54]=1. (4) Given the product [Cl:1][C:2]1[CH:31]=[CH:30][C:5]([C:6]([NH:8][C:9]2[CH:14]=[N:13][C:12]([NH:15][CH2:23][CH2:24][N:25]3[CH:29]=[CH:28][CH:27]=[N:26]3)=[CH:11][CH:10]=2)=[O:7])=[C:4]([N:32]([CH3:34])[CH3:33])[CH:3]=1, predict the reactants needed to synthesize it. The reactants are: [Cl:1][C:2]1[CH:31]=[CH:30][C:5]([C:6]([NH:8][C:9]2[CH:10]=[CH:11][C:12]([N:15]([CH2:23][CH2:24][N:25]3[CH:29]=[CH:28][CH:27]=[N:26]3)C(=O)OC(C)(C)C)=[N:13][CH:14]=2)=[O:7])=[C:4]([N:32]([CH3:34])[CH3:33])[CH:3]=1.FC(F)(F)C(O)=O. (5) Given the product [F:27][C:28]1[CH:36]=[CH:35][C:31]([C:32]([N:18]2[CH2:19][C:14]([C:12]3[O:11][N:10]=[C:9]([C:6]4[CH:7]=[CH:8][C:3]([F:2])=[CH:4][CH:5]=4)[N:13]=3)=[CH:15][CH2:16][CH2:17]2)=[O:33])=[CH:30][CH:29]=1, predict the reactants needed to synthesize it. The reactants are: Cl.[F:2][C:3]1[CH:8]=[CH:7][C:6]([C:9]2[N:13]=[C:12]([C:14]3[CH2:19][NH:18][CH2:17][CH2:16][CH:15]=3)[O:11][N:10]=2)=[CH:5][CH:4]=1.C(N(CC)CC)C.[F:27][C:28]1[CH:36]=[CH:35][C:31]([C:32](Cl)=[O:33])=[CH:30][CH:29]=1.O. (6) Given the product [CH3:1][O:2][C:3]1[CH:12]=[C:11]2[C:6]([CH:7]=[CH:8][CH:9]=[C:10]2[CH2:13][CH2:14][NH2:15])=[CH:5][CH:4]=1, predict the reactants needed to synthesize it. The reactants are: [CH3:1][O:2][C:3]1[CH:12]=[C:11]2[C:6]([CH:7]=[CH:8][CH:9]=[C:10]2[CH2:13][C:14]#[N:15])=[CH:5][CH:4]=1.O.N.N#N. (7) Given the product [Br:5][C:6]1[CH:11]=[CH:10][CH:9]=[C:8]([O:4][CH:2]([CH3:3])[CH3:1])[N:7]=1, predict the reactants needed to synthesize it. The reactants are: [CH3:1][CH:2]([OH:4])[CH3:3].[Br:5][C:6]1[CH:11]=[CH:10][CH:9]=[C:8](Br)[N:7]=1.